Dataset: TCR-epitope binding with 47,182 pairs between 192 epitopes and 23,139 TCRs. Task: Binary Classification. Given a T-cell receptor sequence (or CDR3 region) and an epitope sequence, predict whether binding occurs between them. (1) The epitope is GPGHKARVL. The TCR CDR3 sequence is CASSQAGLYNEQFF. Result: 0 (the TCR does not bind to the epitope). (2) The epitope is YVLDHLIVV. The TCR CDR3 sequence is CASSPFQRSSGNTIYF. Result: 1 (the TCR binds to the epitope). (3) The TCR CDR3 sequence is CASSARPGNTIYF. The epitope is DPFRLLQNSQVFS. Result: 1 (the TCR binds to the epitope). (4) The epitope is LPRRSGAAGA. The TCR CDR3 sequence is CASSASGTGGEQYF. Result: 1 (the TCR binds to the epitope). (5) The epitope is SLFNTVATLY. The TCR CDR3 sequence is CASSLETANTEAFF. Result: 1 (the TCR binds to the epitope). (6) The epitope is AVFDRKSDAK. The TCR CDR3 sequence is CASSVYSGNTIYF. Result: 0 (the TCR does not bind to the epitope). (7) The epitope is FQPTNGVGY. The TCR CDR3 sequence is CASSLDWGGYTF. Result: 0 (the TCR does not bind to the epitope). (8) The TCR CDR3 sequence is CASSSRLGPTNQETQYF. The epitope is FLNRFTTTL. Result: 1 (the TCR binds to the epitope).